Dataset: Reaction yield outcomes from USPTO patents with 853,638 reactions. Task: Predict the reaction yield, written as a fraction of the theoretical maximum amount of product (1.0 means a 100% yield; for example, 0.34 means a 34% yield). (1) The reactants are [C:1]1([CH2:7][O:8][C:9]([N:11]2[CH2:15][CH2:14][C@@H:13]([C:16]([OH:18])=[O:17])[NH:12]2)=[O:10])[CH:6]=[CH:5][CH:4]=[CH:3][CH:2]=1.C(N(CC)CC)C.[CH3:26][C:27]([O:30][C:31](O[C:31]([O:30][C:27]([CH3:29])([CH3:28])[CH3:26])=[O:32])=[O:32])([CH3:29])[CH3:28]. The catalyst is O1CCCC1. The product is [CH3:26][C:27]([O:30][C:31]([N:12]1[C@H:13]([C:16]([OH:18])=[O:17])[CH2:14][CH2:15][N:11]1[C:9]([O:8][CH2:7][C:1]1[CH:6]=[CH:5][CH:4]=[CH:3][CH:2]=1)=[O:10])=[O:32])([CH3:29])[CH3:28]. The yield is 0.660. (2) The reactants are [Cl:1][C:2]1[CH:7]=[C:6]([CH2:8][OH:9])[C:5]([O:10][CH3:11])=[CH:4][C:3]=1[OH:12].Br[CH2:14][C:15]([O:17][CH2:18][CH3:19])=[O:16].C(=O)([O-])[O-].[K+].[K+]. The catalyst is C(#N)C. The product is [Cl:1][C:2]1[CH:7]=[C:6]([CH2:8][OH:9])[C:5]([O:10][CH3:11])=[CH:4][C:3]=1[O:12][CH2:14][C:15]([O:17][CH2:18][CH3:19])=[O:16]. The yield is 0.850.